Dataset: Full USPTO retrosynthesis dataset with 1.9M reactions from patents (1976-2016). Task: Predict the reactants needed to synthesize the given product. (1) Given the product [F:28][C:26]1[CH:27]=[C:22]([CH:23]=[C:24]([F:30])[C:25]=1[O:29][CH2:2][C:3]1[C:4]([S:9][CH2:10][CH2:11][CH3:12])=[N:5][CH:6]=[CH:7][CH:8]=1)[CH2:21][CH:19]1[CH2:20][CH:18]1[C:16]([OH:17])=[O:15], predict the reactants needed to synthesize it. The reactants are: Cl[CH2:2][C:3]1[C:4]([S:9][CH2:10][CH2:11][CH3:12])=[N:5][CH:6]=[CH:7][CH:8]=1.C([O:15][C:16]([CH:18]1[CH2:20][CH:19]1[CH2:21][C:22]1[CH:27]=[C:26]([F:28])[C:25]([OH:29])=[C:24]([F:30])[CH:23]=1)=[O:17])C. (2) Given the product [NH2:1][C:2]1[C:7]([NH2:8])=[CH:6][N:5]=[C:4]([C:11]([O:13][CH2:14][CH3:15])=[O:12])[CH:3]=1, predict the reactants needed to synthesize it. The reactants are: [NH2:1][C:2]1[C:7]([N+:8]([O-])=O)=[CH:6][N:5]=[C:4]([C:11]([O:13][CH2:14][CH3:15])=[O:12])[CH:3]=1. (3) The reactants are: [Br:1][C:2]1[CH:7]=[CH:6][C:5]([OH:8])=[CH:4][CH:3]=1.Cl.Cl[CH2:11][CH2:12][N:13]([CH2:16][CH3:17])[CH2:14][CH3:15].C([O-])([O-])=O.[Cs+].[Cs+].O. Given the product [Br:1][C:2]1[CH:7]=[CH:6][C:5]([O:8][CH2:11][CH2:12][N:13]([CH2:16][CH3:17])[CH2:14][CH3:15])=[CH:4][CH:3]=1, predict the reactants needed to synthesize it. (4) Given the product [CH2:1]([O:8][CH2:9][C@@H:10]([CH2:21][N:22]1[CH:27]=[CH:26][C:25]([NH2:28])=[N:24][C:23]1=[O:33])[C@H:11]([O:13][Si:14]([C:17]([CH3:19])([CH3:20])[CH3:18])([CH3:15])[CH3:16])[CH3:12])[C:2]1[CH:3]=[CH:4][CH:5]=[CH:6][CH:7]=1, predict the reactants needed to synthesize it. The reactants are: [CH2:1]([O:8][CH2:9][C@@H:10]([CH2:21][N:22]1[CH:27]=[CH:26][C:25]([N:28]2C=NC=N2)=[N:24][C:23]1=[O:33])[C@H:11]([O:13][Si:14]([C:17]([CH3:20])([CH3:19])[CH3:18])([CH3:16])[CH3:15])[CH3:12])[C:2]1[CH:7]=[CH:6][CH:5]=[CH:4][CH:3]=1. (5) Given the product [Cl:64][C:61]1[CH:62]=[CH:63][C:58]([C:56]2[C:55]3[CH:65]=[C:66]([O:69][CH3:70])[CH:67]=[CH:68][C:54]=3[N:53]3[C:71]([CH3:74])=[N:72][N:73]=[C:52]3[C@H:51]([CH2:50][C:49]([NH:48][CH2:47][CH2:46][CH2:45][NH:44][C:7](=[O:9])[C:6]3[CH:5]=[CH:4][C:3]([Si:2]([OH:1])([CH3:13])[CH3:12])=[CH:11][CH:10]=3)=[O:75])[N:57]=2)=[CH:59][CH:60]=1, predict the reactants needed to synthesize it. The reactants are: [OH:1][Si:2]([CH3:13])([CH3:12])[C:3]1[CH:11]=[CH:10][C:6]([C:7]([OH:9])=O)=[CH:5][CH:4]=1.CCN=C=NCCCN(C)C.CCN(C(C)C)C(C)C.C1C=CC2N(O)N=NC=2C=1.[NH2:44][CH2:45][CH2:46][CH2:47][NH:48][C:49](=[O:75])[CH2:50][C@@H:51]1[N:57]=[C:56]([C:58]2[CH:63]=[CH:62][C:61]([Cl:64])=[CH:60][CH:59]=2)[C:55]2[CH:65]=[C:66]([O:69][CH3:70])[CH:67]=[CH:68][C:54]=2[N:53]2[C:71]([CH3:74])=[N:72][N:73]=[C:52]12. (6) Given the product [C:1]([NH:5][S:6]([C:9]1[C:14]([Cl:15])=[CH:13][CH:12]=[C:11]([NH2:16])[C:10]=1[OH:19])(=[O:8])=[O:7])([CH3:4])([CH3:2])[CH3:3], predict the reactants needed to synthesize it. The reactants are: [C:1]([NH:5][S:6]([C:9]1[C:14]([Cl:15])=[CH:13][CH:12]=[C:11]([N+:16]([O-])=O)[C:10]=1[OH:19])(=[O:8])=[O:7])([CH3:4])([CH3:3])[CH3:2].[H][H]. (7) Given the product [NH2:28][C:26]1[CH:27]=[C:22]([NH:21][C:3]2[C:2]([Cl:1])=[CH:7][N:6]=[C:5]([NH:8][C:9]3[CH:10]=[N:11][N:12]([CH:14]4[CH2:19][CH2:18][N:17]([CH3:20])[CH2:16][CH2:15]4)[CH:13]=3)[N:4]=2)[CH:23]=[CH:24][C:25]=1[F:36], predict the reactants needed to synthesize it. The reactants are: [Cl:1][C:2]1[C:3]([NH:21][C:22]2[CH:23]=[CH:24][C:25]([F:36])=[C:26]([NH:28]C(=O)OC(C)(C)C)[CH:27]=2)=[N:4][C:5]([NH:8][C:9]2[CH:10]=[N:11][N:12]([CH:14]3[CH2:19][CH2:18][N:17]([CH3:20])[CH2:16][CH2:15]3)[CH:13]=2)=[N:6][CH:7]=1.O1CCOCC1. (8) Given the product [CH3:2][O:3][C:4](=[O:13])[C:5]1[CH:10]=[CH:9][C:8]([CH2:11][NH:12][CH:26]2[CH2:27][CH2:28][C:23](=[C:20]3[CH2:22][CH2:21]3)[CH2:24][CH2:25]2)=[CH:7][CH:6]=1, predict the reactants needed to synthesize it. The reactants are: Cl.[CH3:2][O:3][C:4](=[O:13])[C:5]1[CH:10]=[CH:9][C:8]([CH2:11][NH2:12])=[CH:7][CH:6]=1.C(=O)([O-])[O-].[K+].[K+].[C:20]1(=[C:23]2[CH2:28][CH2:27][C:26](=O)[CH2:25][CH2:24]2)[CH2:22][CH2:21]1.C(O[BH-](OC(=O)C)OC(=O)C)(=O)C.[Na+]. (9) Given the product [Cl:22][C:23]1[CH:28]=[C:27]([C:2]2[CH:3]=[N:4][CH:5]=[C:6]3[C:11]=2[N:10]=[C:9]([C:12]([NH:14][CH2:15][C:16]2[CH:21]=[CH:20][N:19]=[CH:18][CH:17]=2)=[O:13])[CH:8]=[CH:7]3)[CH:26]=[CH:25][CH:24]=1, predict the reactants needed to synthesize it. The reactants are: Br[C:2]1[CH:3]=[N:4][CH:5]=[C:6]2[C:11]=1[N:10]=[C:9]([C:12]([NH:14][CH2:15][C:16]1[CH:21]=[CH:20][N:19]=[CH:18][CH:17]=1)=[O:13])[CH:8]=[CH:7]2.[Cl:22][C:23]1[CH:24]=[C:25](B(O)O)[CH:26]=[CH:27][CH:28]=1.C(=O)([O-])[O-].[Cs+].[Cs+].